This data is from Forward reaction prediction with 1.9M reactions from USPTO patents (1976-2016). The task is: Predict the product of the given reaction. The product is: [CH2:7]([S:6][CH2:5][C@H:4]([NH:14][C:15]([C:17]1[N:18]=[C:19]([C:37]2[CH:38]=[CH:39][C:40]([C:43]([F:44])([F:45])[F:46])=[CH:41][CH:42]=2)[O:20][C:21]=1[C:22]1[CH:23]=[CH:24][C:25]([C:28]2[N:32]=[C:31]([C:33]([F:35])([F:36])[F:34])[O:30][N:29]=2)=[CH:26][CH:27]=1)=[O:16])[C:3]([OH:47])=[O:2])[C:8]1[CH:13]=[CH:12][CH:11]=[CH:10][CH:9]=1. Given the reactants C[O:2][C:3](=[O:47])[C@@H:4]([NH:14][C:15]([C:17]1[N:18]=[C:19]([C:37]2[CH:42]=[CH:41][C:40]([C:43]([F:46])([F:45])[F:44])=[CH:39][CH:38]=2)[O:20][C:21]=1[C:22]1[CH:27]=[CH:26][C:25]([C:28]2[N:32]=[C:31]([C:33]([F:36])([F:35])[F:34])[O:30][N:29]=2)=[CH:24][CH:23]=1)=[O:16])[CH2:5][S:6][CH2:7][C:8]1[CH:13]=[CH:12][CH:11]=[CH:10][CH:9]=1.[OH-].[Li+], predict the reaction product.